From a dataset of Peptide-MHC class I binding affinity with 185,985 pairs from IEDB/IMGT. Regression. Given a peptide amino acid sequence and an MHC pseudo amino acid sequence, predict their binding affinity value. This is MHC class I binding data. (1) The peptide sequence is IHYAGWVSL. The MHC is HLA-A02:01 with pseudo-sequence HLA-A02:01. The binding affinity (normalized) is 0.0847. (2) The peptide sequence is MRIPVERTL. The MHC is HLA-A03:01 with pseudo-sequence HLA-A03:01. The binding affinity (normalized) is 0.0847. (3) The binding affinity (normalized) is 0. The MHC is HLA-B18:01 with pseudo-sequence YHSTYRNISTNTYESNLYLRYDSYTWAVLAYTWH. The peptide sequence is VMNSNTLLSAW. (4) The peptide sequence is IINFTISMRY. The MHC is HLA-A33:01 with pseudo-sequence HLA-A33:01. The binding affinity (normalized) is 0.209. (5) The peptide sequence is RPGNKTVLPV. The MHC is Mamu-A2201 with pseudo-sequence Mamu-A2201. The binding affinity (normalized) is 0.472. (6) The MHC is HLA-A69:01 with pseudo-sequence HLA-A69:01. The peptide sequence is KVMALPIPH. The binding affinity (normalized) is 0.0847. (7) The peptide sequence is HPVHAGPIA. The MHC is HLA-B07:02 with pseudo-sequence HLA-B07:02. The binding affinity (normalized) is 0.652.